This data is from NCI-60 drug combinations with 297,098 pairs across 59 cell lines. The task is: Regression. Given two drug SMILES strings and cell line genomic features, predict the synergy score measuring deviation from expected non-interaction effect. Drug 1: CC1=C(C=C(C=C1)NC(=O)C2=CC=C(C=C2)CN3CCN(CC3)C)NC4=NC=CC(=N4)C5=CN=CC=C5. Drug 2: C1CC(=O)NC(=O)C1N2C(=O)C3=CC=CC=C3C2=O. Cell line: HCC-2998. Synergy scores: CSS=-11.6, Synergy_ZIP=-2.00, Synergy_Bliss=-12.5, Synergy_Loewe=-19.5, Synergy_HSA=-13.2.